Predict the reactants needed to synthesize the given product. From a dataset of Full USPTO retrosynthesis dataset with 1.9M reactions from patents (1976-2016). (1) Given the product [CH2:1]([N:11]1[C:15]2[CH:16]=[CH:17][CH:18]=[CH:19][C:14]=2[N:13]=[C:12]1[NH2:20])[C:2]1[CH:7]=[CH:6][CH:5]=[CH:4][CH:3]=1, predict the reactants needed to synthesize it. The reactants are: [CH2:1](Br)[C:2]1[CH:7]=[CH:6][CH:5]=[CH:4][CH:3]=1.[OH-].[K+].[NH:11]1[C:15]2[CH:16]=[CH:17][CH:18]=[CH:19][C:14]=2[N:13]=[C:12]1[NH2:20]. (2) Given the product [NH2:33][C:28]1[CH:27]=[CH:26][C:25]([Br:24])=[CH:36][C:29]=1[C:30]([C:8]1[CH:7]=[CH:6][CH:5]=[C:2]([O:3][CH3:4])[C:1]=1[O:9][CH3:10])=[O:31], predict the reactants needed to synthesize it. The reactants are: [C:1]1([O:9][CH3:10])[C:2](=[CH:5][CH:6]=[CH:7][CH:8]=1)[O:3][CH3:4].CN(C)CCN(C)C.C([Li])CCC.[Br:24][C:25]1[CH:26]=[CH:27][C:28]2[N:33]=C(C)[O:31][C:30](=O)[C:29]=2[CH:36]=1.Cl. (3) Given the product [CH3:1][C:2]1[CH:7]=[CH:6][C:5]([S:8]([O:11][CH2:12][CH:13]2[CH2:17][C:16]3[CH:18]=[CH:19][CH:20]=[C:21](/[CH:28]=[CH:27]/[C:23]([CH3:26])([CH3:25])[CH3:24])[C:15]=3[O:14]2)(=[O:10])=[O:9])=[CH:4][CH:3]=1, predict the reactants needed to synthesize it. The reactants are: [CH3:1][C:2]1[CH:7]=[CH:6][C:5]([S:8]([O:11][CH2:12][CH:13]2[CH2:17][C:16]3[CH:18]=[CH:19][CH:20]=[C:21](Br)[C:15]=3[O:14]2)(=[O:10])=[O:9])=[CH:4][CH:3]=1.[C:23](/[CH:27]=[CH:28]/B(O)O)([CH3:26])([CH3:25])[CH3:24].C(=O)([O-])[O-].[K+].[K+].CC1C=CC(S(OCC2CC3C(C4C=CC=CC=4)=CC=CC=3O2)(=O)=O)=CC=1. (4) Given the product [F:1][C:2]1([CH3:47])[C:10]2[C:5](=[CH:6][CH:7]=[CH:8][CH:9]=2)[N:4]([CH2:11][CH2:12][CH2:13][N:14]2[CH2:45][CH2:44][C:17]3([N:21]([C:22]4[CH:27]=[CH:26][C:25]([F:28])=[CH:24][CH:23]=4)[CH2:20][N:19]([CH2:29][C:30]4[CH:42]=[CH:41][CH:40]=[CH:39][C:31]=4[C:32]([OH:34])=[O:33])[C:18]3=[O:43])[CH2:16][CH2:15]2)[C:3]1=[O:46], predict the reactants needed to synthesize it. The reactants are: [F:1][C:2]1([CH3:47])[C:10]2[C:5](=[CH:6][CH:7]=[CH:8][CH:9]=2)[N:4]([CH2:11][CH2:12][CH2:13][N:14]2[CH2:45][CH2:44][C:17]3([N:21]([C:22]4[CH:27]=[CH:26][C:25]([F:28])=[CH:24][CH:23]=4)[CH2:20][N:19]([CH2:29][C:30]4[CH:42]=[CH:41][CH:40]=[CH:39][C:31]=4[C:32]([O:34]C(C)(C)C)=[O:33])[C:18]3=[O:43])[CH2:16][CH2:15]2)[C:3]1=[O:46].Cl. (5) Given the product [F:11][C:6]1[C:7]([F:10])=[C:8]([F:9])[C:3]([F:2])=[C:4]2[C:5]=1[C:15]([CH2:16][CH2:17][CH2:18][CH2:19][CH2:20][C:21]([OH:23])=[O:22])([CH3:14])[C:24]([CH3:25])=[N:12]2, predict the reactants needed to synthesize it. The reactants are: Cl.[F:2][C:3]1[C:8]([F:9])=[C:7]([F:10])[C:6]([F:11])=[CH:5][C:4]=1[NH:12]N.[CH3:14][CH:15]([C:24](=O)[CH3:25])[CH2:16][CH2:17][CH2:18][CH2:19][CH2:20][C:21]([OH:23])=[O:22]. (6) Given the product [ClH:26].[CH3:1][O:2][C:3]1[CH:4]=[CH:5][C:6]([C:9]2[N:13]([C:14]3[CH:21]=[CH:20][C:17]([CH2:18][NH2:19])=[CH:16][CH:15]=3)[N:12]=[C:11]([C:22]([F:25])([F:23])[F:24])[CH:10]=2)=[CH:7][CH:8]=1, predict the reactants needed to synthesize it. The reactants are: [CH3:1][O:2][C:3]1[CH:8]=[CH:7][C:6]([C:9]2[N:13]([C:14]3[CH:21]=[CH:20][C:17]([C:18]#[N:19])=[CH:16][CH:15]=3)[N:12]=[C:11]([C:22]([F:25])([F:24])[F:23])[CH:10]=2)=[CH:5][CH:4]=1.[ClH:26].